This data is from Catalyst prediction with 721,799 reactions and 888 catalyst types from USPTO. The task is: Predict which catalyst facilitates the given reaction. (1) Reactant: [Cl:1][C:2]1[C:7]([N+:8]([O-:10])=[O:9])=[C:6](Cl)[C:5]([CH3:12])=[C:4]([CH3:13])[N:3]=1.[CH2:14]([NH2:21])[C:15]1[CH:20]=[CH:19][CH:18]=[CH:17][CH:16]=1.C(=O)([O-])[O-].[K+].[K+]. Product: [CH2:14]([NH:21][C:6]1[C:5]([CH3:12])=[C:4]([CH3:13])[N:3]=[C:2]([Cl:1])[C:7]=1[N+:8]([O-:10])=[O:9])[C:15]1[CH:20]=[CH:19][CH:18]=[CH:17][CH:16]=1. The catalyst class is: 290. (2) Reactant: [C:1]([C:3]1[CH:8]=[CH:7][C:6]([N+:9]([O-:11])=[O:10])=[CH:5][C:4]=1[OH:12])#[N:2].[I-].C[N+:15](C)(C)N.[O-]OOO[O-].[Na+].[Na+].Cl. Product: [NH2:15][C:5]1[C:4]([OH:12])=[C:3]([C:1]#[N:2])[CH:8]=[CH:7][C:6]=1[N+:9]([O-:11])=[O:10]. The catalyst class is: 16. (3) Reactant: [OH:1][C:2]1[CH:9]=[CH:8][C:5]([CH:6]=[O:7])=[CH:4][CH:3]=1.Cl[CH:11]1[CH2:15][CH2:14][CH2:13][O:12]1.C(N(CC)CC)C.C(Cl)(Cl)Cl. Product: [O:12]1[CH2:13][CH2:14][CH2:15][CH:11]1[O:1][C:2]1[CH:9]=[CH:8][C:5]([CH:6]=[O:7])=[CH:4][CH:3]=1. The catalyst class is: 46. (4) Reactant: [Cl:1][C:2]1[CH:3]=[C:4]2[C:8](=[C:9]([Cl:11])[CH:10]=1)[NH:7][C:6]([C:12](Cl)=[O:13])=[CH:5]2.N1C=CC=CC=1.[CH:21]1[C:26]([NH2:27])=[CH:25][CH:24]=[C:23]([S:28]([NH:31][C:32]2[S:36][CH:35]=[CH:34][N:33]=2)(=[O:30])=[O:29])[CH:22]=1. The catalyst class is: 2. Product: [S:36]1[CH:35]=[CH:34][N:33]=[C:32]1[NH:31][S:28]([C:23]1[CH:22]=[CH:21][C:26]([NH:27][C:12]([C:6]2[NH:7][C:8]3[C:4]([CH:5]=2)=[CH:3][C:2]([Cl:1])=[CH:10][C:9]=3[Cl:11])=[O:13])=[CH:25][CH:24]=1)(=[O:30])=[O:29]. (5) Reactant: [NH2:1][C:2]1[N:3]=[C:4]([N:19]2[CH2:24][CH2:23][N:22]([C:25](=[O:35])[CH2:26][O:27][C:28]3[CH:33]=[CH:32][C:31]([Cl:34])=[CH:30][CH:29]=3)[CH2:21][CH2:20]2)[C:5]2[N:10]=[C:9]([CH2:11][C:12]3[CH:17]=[CH:16][C:15]([Cl:18])=[CH:14][CH:13]=3)[S:8][C:6]=2[N:7]=1.[OH-].[Na+].[CH3:38]I. Product: [NH2:1][C:2]1[N:3]=[C:4]([N:19]2[CH2:24][CH2:23][N:22]([C:25](=[O:35])[CH2:26][O:27][C:28]3[CH:29]=[CH:30][C:31]([Cl:34])=[CH:32][CH:33]=3)[CH2:21][CH2:20]2)[C:5]2[N:10]=[C:9]([CH:11]([C:12]3[CH:17]=[CH:16][C:15]([Cl:18])=[CH:14][CH:13]=3)[CH3:38])[S:8][C:6]=2[N:7]=1. The catalyst class is: 174. (6) Reactant: [Cl:1][C:2]1[CH:3]=[C:4]([CH:15]=[CH:16][C:17]=1[N+:18]([O-])=O)[C:5]([NH:7][CH:8]1[CH2:13][CH2:12][N:11]([CH3:14])[CH2:10][CH2:9]1)=[O:6]. Product: [NH2:18][C:17]1[CH:16]=[CH:15][C:4]([C:5]([NH:7][CH:8]2[CH2:9][CH2:10][N:11]([CH3:14])[CH2:12][CH2:13]2)=[O:6])=[CH:3][C:2]=1[Cl:1]. The catalyst class is: 43.